This data is from Forward reaction prediction with 1.9M reactions from USPTO patents (1976-2016). The task is: Predict the product of the given reaction. (1) Given the reactants C(C1C(C2C=[C:14]([F:16])[CH:13]=[CH:12][C:11]=2Cl)=NOC=1Cl)(O)=O.[C:18](Cl)(=O)[C:19]([Cl:21])=[O:20].[NH2:24][CH:25]1[CH2:30][CH2:29][CH2:28][CH:27]([CH2:31][NH:32][C:33](=[O:40])[C:34]2[CH:39]=[CH:38][CH:37]=[CH:36][CH:35]=2)[CH2:26]1.C([N:43]([CH2:46][CH3:47])CC)C.C[C:49](C)=[O:50].[CH2:52]([Cl:54])Cl, predict the reaction product. The product is: [Cl:21][C:19]1[O:20][N:43]=[C:46]([C:47]2[C:52]([Cl:54])=[CH:11][CH:12]=[CH:13][C:14]=2[F:16])[C:18]=1[C:49]([NH:24][CH:25]1[CH2:30][CH2:29][CH2:28][CH:27]([CH2:31][NH:32][C:33]([C:34]2[CH:39]=[CH:38][CH:37]=[CH:36][CH:35]=2)=[O:40])[CH2:26]1)=[O:50]. (2) Given the reactants FC(F)(F)C(O)=O.[NH:8]1[CH2:12][CH2:11][CH:10]([S:13]([C:16]2[CH:17]=[C:18]3[C:22](=[CH:23][CH:24]=2)[NH:21][C:20](=[O:25])[CH2:19]3)(=[O:15])=[O:14])[CH2:9]1.[C:26]1([CH2:32][CH2:33][CH2:34][CH:35]=O)[CH:31]=[CH:30][CH:29]=[CH:28][CH:27]=1, predict the reaction product. The product is: [C:26]1([CH2:32][CH2:33][CH2:34][CH2:35][N:8]2[CH2:12][CH2:11][CH:10]([S:13]([C:16]3[CH:17]=[C:18]4[C:22](=[CH:23][CH:24]=3)[NH:21][C:20](=[O:25])[CH2:19]4)(=[O:15])=[O:14])[CH2:9]2)[CH:31]=[CH:30][CH:29]=[CH:28][CH:27]=1. (3) Given the reactants [C:1]([CH2:3][CH:4]1[C:8]2[C:9]3[N:10]([N:13]=[C:14]([CH3:21])[C:15]=3[C:16]([O:18][CH2:19][CH3:20])=[O:17])[CH:11]=[CH:12][C:7]=2[CH2:6][CH2:5]1)#[N:2], predict the reaction product. The product is: [NH2:2][CH2:1][CH2:3][CH:4]1[C:8]2[C:9]3[N:10]([N:13]=[C:14]([CH3:21])[C:15]=3[C:16]([O:18][CH2:19][CH3:20])=[O:17])[CH:11]=[CH:12][C:7]=2[CH2:6][CH2:5]1. (4) Given the reactants [Br:1][C:2]1[CH:9]=[C:8]([N+:10]([O-])=O)[C:7]([NH:13][CH3:14])=[CH:6][C:3]=1[C:4]#[N:5], predict the reaction product. The product is: [NH2:10][C:8]1[C:7]([NH:13][CH3:14])=[CH:6][C:3]([C:4]#[N:5])=[C:2]([Br:1])[CH:9]=1. (5) Given the reactants C(OC([N:8]1[CH2:12][C@H:11]([CH2:13][NH:14][CH:15]([CH3:17])[CH3:16])[C@@H:10]([CH2:18][C:19]2[CH:24]=[CH:23][CH:22]=[CH:21][CH:20]=2)[CH2:9]1)=O)(C)(C)C.[CH2:25]([O:32][C:33]1[CH:34]=[C:35]([CH:39]=[CH:40][C:41]=1[O:42][CH3:43])[C:36](O)=[O:37])[C:26]1C=CC=C[CH:27]=1.C([O-])([O-])=[O:45].[K+].[K+].CC#N.O, predict the reaction product. The product is: [CH2:18]([C@H:10]1[CH2:9][NH:8][CH2:12][C@@H:11]1[CH2:13][N:14]([CH:15]([CH3:16])[CH3:17])[C:36](=[O:37])[C:35]1[CH:39]=[CH:40][C:41]([O:42][CH3:43])=[C:33]([O:32][CH2:25][CH2:26][CH2:27][OH:45])[CH:34]=1)[C:19]1[CH:20]=[CH:21][CH:22]=[CH:23][CH:24]=1. (6) Given the reactants [Cl:1][C:2]1[CH:3]=[C:4]([CH:10]=[CH:11][C:12]=1[Cl:13])[CH:5]=[CH:6][C:7](O)=[O:8].CC(C[AlH]CC(C)C)C, predict the reaction product. The product is: [Cl:1][C:2]1[CH:3]=[C:4](/[CH:5]=[CH:6]/[CH2:7][OH:8])[CH:10]=[CH:11][C:12]=1[Cl:13]. (7) Given the reactants I[C:2]1[CH:7]=[CH:6][CH:5]=[C:4]([CH3:8])[CH:3]=1.[NH:9]1[C:17]2[C:12](=[CH:13][C:14]([CH2:18][N:19]3[CH2:24][CH2:23][CH:22]([C:25]4[CH:26]=[C:27]([NH:31][C:32](=[O:36])[CH:33]([CH3:35])[CH3:34])[CH:28]=[CH:29][CH:30]=4)[CH2:21][CH2:20]3)=[CH:15][CH:16]=2)[CH:11]=[CH:10]1, predict the reaction product. The product is: [CH3:35][CH:33]([CH3:34])[C:32]([NH:31][C:27]1[CH:28]=[CH:29][CH:30]=[C:25]([CH:22]2[CH2:23][CH2:24][N:19]([CH2:18][C:14]3[CH:13]=[C:12]4[C:17](=[CH:16][CH:15]=3)[N:9]([C:2]3[CH:7]=[CH:6][CH:5]=[C:4]([CH3:8])[CH:3]=3)[CH:10]=[CH:11]4)[CH2:20][CH2:21]2)[CH:26]=1)=[O:36].